Dataset: Experimentally validated miRNA-target interactions with 360,000+ pairs, plus equal number of negative samples. Task: Binary Classification. Given a miRNA mature sequence and a target amino acid sequence, predict their likelihood of interaction. (1) The miRNA is cel-miR-66-5p with sequence CAUGACACUGAUUAGGGAUGUGA. Result: 0 (no interaction). The protein sequence of the target gene is MAPPPAPLLAPRPGETRPGCRKPGTVSFADVAVYFSPEEWGCLRPAQRALYRDVMQETYGHLGALGFPGPKPALISWMEQESEAWSPAAQDPEKGERLGGARRGDVPNRKEEEPEEVPRAKGPRKAPVKESPEVLVERNPDPAISVAPARAQPPKNAAWDPTTGAQPPAPIPSMDAQAGQRRHVCTDCGRRFTYPSLLVSHRRMHSGERPFPCPECGMRFKRKFAVEAHQWIHRSCSGGRRGRRPGIRAVPRAPVRGDRDPPVLFRHYPDIFEECG. (2) The miRNA is hsa-miR-6800-3p with sequence CACCUCUCCUGGCAUCGCCCC. The protein sequence of the target gene is MGDVKNFLYAWCGKRKMTPSYEIRAVGNKNRQKFMCEVQVEGYNYTGMGNSTNKKDAQSNAARDFVNYLVRINEIKSEEVPAFGVASPPPLTDTPDTTANAEGDLPTTMGGPLPPHLALKAENNSEVGASGYGVPGPTWDRGANLKDYYSRKEEQEVQATLESEEVDLNAGLHGNWTLENAKARLNQYFQKEKIQGEYKYTQVGPDHNRSFIAEMTIYIKQLGRRIFAREHGSNKKLAAQSCALSLVRQLYHLGVVEAYSGLTKKKEGETVEPYKVNLSQDLEHQLQNIIQELNLEILPP.... Result: 0 (no interaction). (3) The miRNA is hsa-miR-6893-5p with sequence CAGGCAGGUGUAGGGUGGAGC. The protein sequence of the target gene is MVQQAESLEAESNLPREALDTEEGEFMACSPVALDESDPDWCKTASGHIKRPMNAFMVWSKIERRKIMEQSPDMHNAEISKRLGKRWKMLKDSEKIPFIREAERLRLKHMADYPDYKYRPRKKPKMDPSAKPSASQSPEKSAAGGGGGSAGGGAGGAKTSKGSSKKCGKLKAPAAAGAKAGAGKAAQSGDYGGAGDDYVLGSLRVSGSGGGGAGKTVKCVFLDEDDDDDDDDDELQLQIKQEPDEEDEEPPHQQLLQPPGQQPSQLLRRYNVAKVPASPTLSSSAESPEGASLYDEVRAG.... Result: 1 (interaction). (4) The miRNA is mmu-miR-139-5p with sequence UCUACAGUGCACGUGUCUCCAG. The protein sequence of the target gene is MFLRRLGGWLPRPWGRKKSTKADLPAPEPRWVDSSPENSGSDWDSAPETMGDVGPLKTKDSGTRRPPGAAPESSRDLKVDQLGSKRMDSLKRDKTASTIQEPARLESGGAIPKLDWDPVDSGGVKNLGVSAQGRLGTIGPEALLEKPGRRQKLLRWLRGEPGAPSHYLQDPEEYLQISTNLTLHLLELLATALLALCSRPLRAILDALGLRGPVGLWLHGLLCFLAALHGLHAVLSLLTAHPLHFACLFGLLQALVLAVSLREPVEDEETADWESEGQEREAKEQREGPGRML. Result: 1 (interaction). (5) The miRNA is cel-miR-239a-5p with sequence UUUGUACUACACAUAGGUACUGG. The protein sequence of the target gene is MQQPMNYPCPQIFWVDSSATSSWAPPGSVFPCPSCGPRGPDQRRPPPPPPPVSPLPPPSQPLPLPPLTPLKKKDHNTNLWLPVVFFMVLVALVGMGLGMYQLFHLQKELAELREFTNQSLKVSSFEKQIANPSTPSEKKEPRSVAHLTGNPHSRSIPLEWEDTYGTALISGVKYKKGGLVINETGLYFVYSKVYFRGQSCNNQPLNHKVYMRNSKYPEDLVLMEEKRLNYCTTGQIWAHSSYLGAVFNLTSADHLYVNISQLSLINFEESKTFFGLYKL. Result: 0 (no interaction).